This data is from Reaction yield outcomes from USPTO patents with 853,638 reactions. The task is: Predict the reaction yield, written as a fraction of the theoretical maximum amount of product (1.0 means a 100% yield; for example, 0.34 means a 34% yield). The reactants are [O:1]1[C:5]2[CH:6]=[CH:7][C:8]([C:10]3[O:14][N:13]=[CH:12][C:11]=3[C:15](OCC)=[O:16])=[CH:9][C:4]=2[O:3][CH2:2]1.[H-].C([Al+]CC(C)C)C(C)C.Cl. The catalyst is O1CCCC1. The product is [O:1]1[C:5]2[CH:6]=[CH:7][C:8]([C:10]3[O:14][N:13]=[CH:12][C:11]=3[CH2:15][OH:16])=[CH:9][C:4]=2[O:3][CH2:2]1. The yield is 0.970.